This data is from Forward reaction prediction with 1.9M reactions from USPTO patents (1976-2016). The task is: Predict the product of the given reaction. (1) Given the reactants [CH2:1]([C:6]1[S:7][C:8]2[N:9]=[C:10]([NH2:21])[N:11]=[C:12]([N:15]3[CH2:20][CH2:19][NH:18][CH2:17][CH2:16]3)[C:13]=2[N:14]=1)[CH2:2][CH2:3][CH2:4][CH3:5].[CH3:22][O:23][C:24]1[CH:34]=[CH:33][C:27]([O:28][CH2:29][C:30](O)=[O:31])=[CH:26][CH:25]=1, predict the reaction product. The product is: [NH2:21][C:10]1[N:11]=[C:12]([N:15]2[CH2:20][CH2:19][N:18]([C:30](=[O:31])[CH2:29][O:28][C:27]3[CH:33]=[CH:34][C:24]([O:23][CH3:22])=[CH:25][CH:26]=3)[CH2:17][CH2:16]2)[C:13]2[N:14]=[C:6]([CH2:1][CH2:2][CH2:3][CH2:4][CH3:5])[S:7][C:8]=2[N:9]=1. (2) The product is: [CH2:23]([N:20]1[CH2:21][CH2:22][C:17]2[C:15](=[O:14])[NH:10][CH:8]=[N:9][C:18]=2[CH2:19]1)[C:24]1[CH:29]=[CH:28][CH:27]=[CH:26][CH:25]=1. Given the reactants C[O-].[Na+].C(O)(=O)C.[CH:8]([NH2:10])=[NH:9].Cl.C([O:14][C:15]([CH:17]1[CH2:22][CH2:21][N:20]([CH2:23][C:24]2[CH:29]=[CH:28][CH:27]=[CH:26][CH:25]=2)[CH2:19][C:18]1=O)=O)C.C(O)(=O)C, predict the reaction product.